This data is from Forward reaction prediction with 1.9M reactions from USPTO patents (1976-2016). The task is: Predict the product of the given reaction. The product is: [Br:3][C:4]1[CH:13]=[C:12]([CH2:14][N:15]([C:17]([O:19][C:20]([CH3:23])([CH3:22])[CH3:21])=[O:18])[CH3:16])[CH:11]=[CH:10][C:5]=1[C:6]([OH:8])=[O:7]. Given the reactants [OH-].[Na+].[Br:3][C:4]1[CH:13]=[C:12]([CH2:14][N:15]([C:17]([O:19][C:20]([CH3:23])([CH3:22])[CH3:21])=[O:18])[CH3:16])[CH:11]=[CH:10][C:5]=1[C:6]([O:8]C)=[O:7], predict the reaction product.